Dataset: Full USPTO retrosynthesis dataset with 1.9M reactions from patents (1976-2016). Task: Predict the reactants needed to synthesize the given product. (1) Given the product [C:23]([N:20]1[CH2:21][CH2:22][N:17]([C:14]2[CH:13]=[CH:12][C:11]([CH2:10][CH2:9][C:6]3[CH:7]=[CH:8][C:3]([CH2:2][OH:1])=[CH:4][CH:5]=3)=[N:16][CH:15]=2)[CH2:18][CH2:19]1)(=[O:24])[CH3:31], predict the reactants needed to synthesize it. The reactants are: [OH:1][CH2:2][C:3]1[CH:8]=[CH:7][C:6]([CH2:9][CH2:10][C:11]2[N:16]=[CH:15][C:14]([N:17]3[CH2:22][CH2:21][N:20]([C:23](OC(C)(C)C)=[O:24])[CH2:19][CH2:18]3)=[CH:13][CH:12]=2)=[CH:5][CH:4]=1.F[C:31](F)(F)C(O)=O.C(OC(=O)C)(=O)C.C(N(CC)CC)C. (2) Given the product [CH:12]([C:13]1[N:14]=[C:15]([C:18]2[CH:23]=[CH:22][CH:21]=[CH:20][C:19]=2[NH:24][C:25]([O:27][CH2:28][CH:29]2[CH2:34][CH2:33][N:32]([C:35]([O:37][C:38]([CH3:41])([CH3:40])[CH3:39])=[O:36])[CH2:31][CH2:30]2)=[O:26])[S:16][CH:17]=1)=[O:11], predict the reactants needed to synthesize it. The reactants are: C(Cl)(=O)C(Cl)=O.CS(C)=O.[OH:11][CH2:12][C:13]1[N:14]=[C:15]([C:18]2[CH:23]=[CH:22][CH:21]=[CH:20][C:19]=2[NH:24][C:25]([O:27][CH2:28][CH:29]2[CH2:34][CH2:33][N:32]([C:35]([O:37][C:38]([CH3:41])([CH3:40])[CH3:39])=[O:36])[CH2:31][CH2:30]2)=[O:26])[S:16][CH:17]=1.C(N(CC)CC)C.